Dataset: Full USPTO retrosynthesis dataset with 1.9M reactions from patents (1976-2016). Task: Predict the reactants needed to synthesize the given product. Given the product [OH:1][C:2]([CH3:20])([CH3:21])[C@@H:3]([NH:5][C:6]([C:8]1[C:16]2[C:11](=[N:12][CH:13]=[C:14]([CH:17]([CH3:18])[CH3:19])[N:15]=2)[NH:10][CH:9]=1)=[O:7])[CH3:4], predict the reactants needed to synthesize it. The reactants are: [OH:1][C:2]([CH3:21])([CH3:20])[C@@H:3]([NH:5][C:6]([C:8]1[C:16]2[C:11](=[N:12][CH:13]=[C:14]([C:17]([CH3:19])=[CH2:18])[N:15]=2)[NH:10][CH:9]=1)=[O:7])[CH3:4].